Dataset: Full USPTO retrosynthesis dataset with 1.9M reactions from patents (1976-2016). Task: Predict the reactants needed to synthesize the given product. (1) Given the product [CH3:1][O:2][CH:3]([O:28][CH3:29])[C:4]1[CH:5]=[C:6]([C:13]([C:16]2[CH:21]=[CH:20][CH:19]=[CH:18][CH:17]=2)=[O:32])[CH:7]=[CH:8][C:9]=1[N+:10]([O-:12])=[O:11], predict the reactants needed to synthesize it. The reactants are: [CH3:1][O:2][CH:3]([O:28][CH3:29])[C:4]1[CH:5]=[C:6]([C:13](N2CCOCC2)([C:16]2[CH:21]=[CH:20][CH:19]=[CH:18][CH:17]=2)C#N)[CH:7]=[CH:8][C:9]=1[N+:10]([O-:12])=[O:11].CC(O)=[O:32]. (2) Given the product [CH3:30][N:28]([CH3:29])[C:24]1[CH:23]=[C:22]([CH:27]=[CH:26][CH:25]=1)[CH2:21][NH:20][C:12]1[C:13]2[C:18]([CH3:19])=[N:17][CH:16]=[N:15][C:14]=2[N:9]([OH:8])[C:10](=[O:31])[CH:11]=1, predict the reactants needed to synthesize it. The reactants are: C([O:8][N:9]1[C:14]2[N:15]=[CH:16][N:17]=[C:18]([CH3:19])[C:13]=2[C:12]([NH:20][CH2:21][C:22]2[CH:27]=[CH:26][CH:25]=[C:24]([N:28]([CH3:30])[CH3:29])[CH:23]=2)=[CH:11][C:10]1=[O:31])C1C=CC=CC=1.CO.[H][H].